The task is: Regression. Given two drug SMILES strings and cell line genomic features, predict the synergy score measuring deviation from expected non-interaction effect.. This data is from NCI-60 drug combinations with 297,098 pairs across 59 cell lines. (1) Drug 1: C1C(C(OC1N2C=NC3=C(N=C(N=C32)Cl)N)CO)O. Drug 2: CN(CCCl)CCCl.Cl. Cell line: SR. Synergy scores: CSS=63.8, Synergy_ZIP=-1.09, Synergy_Bliss=-1.82, Synergy_Loewe=-3.23, Synergy_HSA=-1.03. (2) Drug 1: CCCCCOC(=O)NC1=NC(=O)N(C=C1F)C2C(C(C(O2)C)O)O. Drug 2: CC1=C2C(C(=O)C3(C(CC4C(C3C(C(C2(C)C)(CC1OC(=O)C(C(C5=CC=CC=C5)NC(=O)OC(C)(C)C)O)O)OC(=O)C6=CC=CC=C6)(CO4)OC(=O)C)O)C)O. Cell line: RXF 393. Synergy scores: CSS=2.25, Synergy_ZIP=0.225, Synergy_Bliss=1.12, Synergy_Loewe=1.06, Synergy_HSA=0.540. (3) Drug 1: CNC(=O)C1=CC=CC=C1SC2=CC3=C(C=C2)C(=NN3)C=CC4=CC=CC=N4. Drug 2: CC(C)NC(=O)C1=CC=C(C=C1)CNNC.Cl. Cell line: PC-3. Synergy scores: CSS=-2.76, Synergy_ZIP=2.47, Synergy_Bliss=1.31, Synergy_Loewe=-2.27, Synergy_HSA=-2.15.